Dataset: NCI-60 drug combinations with 297,098 pairs across 59 cell lines. Task: Regression. Given two drug SMILES strings and cell line genomic features, predict the synergy score measuring deviation from expected non-interaction effect. (1) Drug 1: CC1=C(C=C(C=C1)NC2=NC=CC(=N2)N(C)C3=CC4=NN(C(=C4C=C3)C)C)S(=O)(=O)N.Cl. Drug 2: CC1=C(C=C(C=C1)NC(=O)C2=CC=C(C=C2)CN3CCN(CC3)C)NC4=NC=CC(=N4)C5=CN=CC=C5. Cell line: SF-295. Synergy scores: CSS=3.56, Synergy_ZIP=0.408, Synergy_Bliss=0.740, Synergy_Loewe=-0.883, Synergy_HSA=-0.680. (2) Drug 1: CCC1(CC2CC(C3=C(CCN(C2)C1)C4=CC=CC=C4N3)(C5=C(C=C6C(=C5)C78CCN9C7C(C=CC9)(C(C(C8N6C=O)(C(=O)OC)O)OC(=O)C)CC)OC)C(=O)OC)O.OS(=O)(=O)O. Drug 2: CCC1(CC2CC(C3=C(CCN(C2)C1)C4=CC=CC=C4N3)(C5=C(C=C6C(=C5)C78CCN9C7C(C=CC9)(C(C(C8N6C)(C(=O)OC)O)OC(=O)C)CC)OC)C(=O)OC)O.OS(=O)(=O)O. Cell line: ACHN. Synergy scores: CSS=6.41, Synergy_ZIP=-0.210, Synergy_Bliss=6.78, Synergy_Loewe=5.81, Synergy_HSA=5.20. (3) Drug 1: CC12CCC3C(C1CCC2=O)CC(=C)C4=CC(=O)C=CC34C. Drug 2: CC1=C(C(=CC=C1)Cl)NC(=O)C2=CN=C(S2)NC3=CC(=NC(=N3)C)N4CCN(CC4)CCO. Cell line: HCT116. Synergy scores: CSS=30.8, Synergy_ZIP=-2.71, Synergy_Bliss=-2.75, Synergy_Loewe=-3.56, Synergy_HSA=-1.37. (4) Drug 1: C1=CC(=C2C(=C1NCCNCCO)C(=O)C3=C(C=CC(=C3C2=O)O)O)NCCNCCO. Drug 2: CC(C)CN1C=NC2=C1C3=CC=CC=C3N=C2N. Cell line: COLO 205. Synergy scores: CSS=36.5, Synergy_ZIP=4.81, Synergy_Bliss=1.97, Synergy_Loewe=-16.7, Synergy_HSA=2.13. (5) Drug 1: C1=CC(=CC=C1CCC2=CNC3=C2C(=O)NC(=N3)N)C(=O)NC(CCC(=O)O)C(=O)O. Drug 2: CCCCC(=O)OCC(=O)C1(CC(C2=C(C1)C(=C3C(=C2O)C(=O)C4=C(C3=O)C=CC=C4OC)O)OC5CC(C(C(O5)C)O)NC(=O)C(F)(F)F)O. Cell line: HS 578T. Synergy scores: CSS=12.6, Synergy_ZIP=-5.54, Synergy_Bliss=-5.60, Synergy_Loewe=-4.09, Synergy_HSA=-4.75. (6) Drug 2: CC1CCCC2(C(O2)CC(NC(=O)CC(C(C(=O)C(C1O)C)(C)C)O)C(=CC3=CSC(=N3)C)C)C. Cell line: RXF 393. Drug 1: C1CCC(C(C1)N)N.C(=O)(C(=O)[O-])[O-].[Pt+4]. Synergy scores: CSS=21.2, Synergy_ZIP=-4.41, Synergy_Bliss=-0.901, Synergy_Loewe=-16.5, Synergy_HSA=0.0733. (7) Drug 1: CC=C1C(=O)NC(C(=O)OC2CC(=O)NC(C(=O)NC(CSSCCC=C2)C(=O)N1)C(C)C)C(C)C. Drug 2: CCN(CC)CCCC(C)NC1=C2C=C(C=CC2=NC3=C1C=CC(=C3)Cl)OC. Cell line: HCT116. Synergy scores: CSS=71.0, Synergy_ZIP=2.64, Synergy_Bliss=3.20, Synergy_Loewe=-14.9, Synergy_HSA=2.36.